From a dataset of Merck oncology drug combination screen with 23,052 pairs across 39 cell lines. Regression. Given two drug SMILES strings and cell line genomic features, predict the synergy score measuring deviation from expected non-interaction effect. Drug 1: COc1cc(C2c3cc4c(cc3C(OC3OC5COC(C)OC5C(O)C3O)C3COC(=O)C23)OCO4)cc(OC)c1O. Drug 2: CNC(=O)c1cc(Oc2ccc(NC(=O)Nc3ccc(Cl)c(C(F)(F)F)c3)cc2)ccn1. Cell line: COLO320DM. Synergy scores: synergy=0.841.